Task: Predict which catalyst facilitates the given reaction.. Dataset: Catalyst prediction with 721,799 reactions and 888 catalyst types from USPTO Reactant: [CH:1]1[C:10]2[C:5](=[CH:6][CH:7]=[CH:8][CH:9]=2)[CH:4]=[CH:3][C:2]=1[OH:11].[CH2:12]1[O:15][CH:13]1[CH3:14]. Product: [CH:1]1[C:10]2[C:5](=[CH:6][CH:7]=[CH:8][CH:9]=2)[CH:4]=[CH:3][C:2]=1[OH:11].[CH3:14][CH2:13][O:15][CH2:12][CH3:1]. The catalyst class is: 11.